This data is from Forward reaction prediction with 1.9M reactions from USPTO patents (1976-2016). The task is: Predict the product of the given reaction. (1) Given the reactants Br[C:2]1[CH:3]=[CH:4][C:5]([CH3:10])=[C:6]([CH:9]=1)[CH:7]=[O:8].[CH3:11][C:12]1([CH3:28])[C:16]([CH3:18])([CH3:17])[O:15][B:14]([B:14]2[O:15][C:16]([CH3:18])([CH3:17])[C:12]([CH3:28])([CH3:11])[O:13]2)[O:13]1.C([O-])(=O)C.[K+], predict the reaction product. The product is: [CH3:10][C:5]1[CH:4]=[CH:3][C:2]([B:14]2[O:15][C:16]([CH3:18])([CH3:17])[C:12]([CH3:28])([CH3:11])[O:13]2)=[CH:9][C:6]=1[CH:7]=[O:8]. (2) Given the reactants BrC1C=[C:4](OC)[C:5]([O:9]C)=CC=1Br.F[C:14]1[CH:19]=CC(B(O)O)=CC=1.[CH3:23][CH:24]([C:26]1C=C(C(C)C)[C:29](C2C=CC=CC=2P(C2CCCCC2)C2CCCCC2)=[C:28](C(C)C)[CH:27]=1)C.C([O-])([O-])=[O:58].[K+].[K+], predict the reaction product. The product is: [CH3:4][CH2:5][O:9][C:14]([CH3:19])=[O:58].[CH3:23][CH2:24][CH2:26][CH2:27][CH2:28][CH3:29]. (3) Given the reactants C(OC([N:8]([CH2:13][CH2:14][CH2:15][O:16][CH3:17])[N:9]=C(C)C)=O)(C)(C)C.[ClH:18], predict the reaction product. The product is: [ClH:18].[ClH:18].[CH3:17][O:16][CH2:15][CH2:14][CH2:13][NH:8][NH2:9].